Task: Predict which catalyst facilitates the given reaction.. Dataset: Catalyst prediction with 721,799 reactions and 888 catalyst types from USPTO (1) Reactant: [C:1]([O:5][C:6]([N:8]1[C@@H:11]([C:12]2[C:17]([F:18])=[CH:16][CH:15]=[CH:14][N:13]=2)[C@@H:10]([O:19][Si:20]([CH:27]([CH3:29])[CH3:28])([CH:24]([CH3:26])[CH3:25])[CH:21]([CH3:23])[CH3:22])[C:9]1=[O:30])=[O:7])([CH3:4])([CH3:3])[CH3:2].[Br:31][C:32]1[CH:37]=[CH:36][C:35]([SH:38])=[CH:34][CH:33]=1.C(=O)([O-])[O-].[K+].[K+].O. Product: [C:1]([O:5][C:6]([NH:8][C@@H:11]([C:12]1[C:17]([F:18])=[CH:16][CH:15]=[CH:14][N:13]=1)[C@@H:10]([O:19][Si:20]([CH:24]([CH3:25])[CH3:26])([CH:21]([CH3:22])[CH3:23])[CH:27]([CH3:29])[CH3:28])[C:9](=[O:30])[S:38][C:35]1[CH:36]=[CH:37][C:32]([Br:31])=[CH:33][CH:34]=1)=[O:7])([CH3:3])([CH3:2])[CH3:4]. The catalyst class is: 740. (2) Reactant: [F:1][C:2]1[CH:3]=[C:4]2[C:8](=[CH:9][CH:10]=1)[NH:7][C:6](=[O:11])[C:5]2=[CH:12][C:13]1[CH:14]=[C:15]([CH:27]=[CH:28][CH:29]=1)[C:16]([NH:18][CH2:19][CH2:20][CH2:21][CH2:22][CH2:23][C:24](O)=[O:25])=[O:17].Cl.C(N=C=NCCCN(C)C)C.O[C:43]1[C:51]2[N:50]=N[NH:48][C:47]=2[CH:46]=[CH:45][CH:44]=1.C(N(CC)CC)C.C1(N)C=CC=CC=1N. Product: [F:1][C:2]1[CH:3]=[C:4]2[C:8](=[CH:9][CH:10]=1)[NH:7][C:6](=[O:11])[C:5]2=[CH:12][C:13]1[CH:14]=[C:15]([CH:27]=[CH:28][CH:29]=1)[C:16]([NH:18][CH2:19][CH2:20][CH2:21][CH2:22][CH2:23][C:24]([NH:48][C:47]1[CH:46]=[CH:45][CH:44]=[CH:43][C:51]=1[NH2:50])=[O:25])=[O:17]. The catalyst class is: 650.